Predict the product of the given reaction. From a dataset of Forward reaction prediction with 1.9M reactions from USPTO patents (1976-2016). (1) Given the reactants [NH2:1][C@H:2]([CH:5]1[CH2:10][CH2:9][CH2:8][CH2:7][CH2:6]1)[CH2:3][OH:4].Cl.CCN(C(C)C)C(C)C.Cl[C:22](Cl)([O:24]C(=O)OC(Cl)(Cl)Cl)Cl, predict the reaction product. The product is: [CH:5]1([C@@H:2]2[CH2:3][O:4][C:22](=[O:24])[NH:1]2)[CH2:10][CH2:9][CH2:8][CH2:7][CH2:6]1. (2) The product is: [Cl:32][C:28]1[CH:27]=[C:26]([C:24]2[O:23][N:22]=[C:21]([CH:16]3[CH2:17][O:18][CH2:19][CH2:20][NH:15]3)[CH:25]=2)[CH:31]=[CH:30][CH:29]=1. Given the reactants FC(F)(F)C(O)=O.C(OC([N:15]1[CH2:20][CH2:19][O:18][CH2:17][CH:16]1[C:21]1[CH:25]=[C:24]([C:26]2[CH:31]=[CH:30][CH:29]=[C:28]([Cl:32])[CH:27]=2)[O:23][N:22]=1)=O)(C)(C)C, predict the reaction product. (3) Given the reactants [OH:1][C@H:2]([CH2:7][NH:8][C:9]1[CH:20]=[CH:19][C:12]2[N:13]([CH3:18])[C:14](=[O:17])[O:15][CH2:16][C:11]=2[CH:10]=1)[C:3]([O:5][CH3:6])=[O:4].[C:21](N1C=CN=C1)(N1C=CN=C1)=[O:22], predict the reaction product. The product is: [CH3:6][O:5][C:3]([C@@H:2]1[O:1][C:21](=[O:22])[N:8]([C:9]2[CH:20]=[CH:19][C:12]3[N:13]([CH3:18])[C:14](=[O:17])[O:15][CH2:16][C:11]=3[CH:10]=2)[CH2:7]1)=[O:4]. (4) The product is: [CH2:1]([O:3][C:4]1[C:5]([NH2:10])=[N:6][CH:7]=[CH:8][CH:9]=1)[CH3:2]. Given the reactants [CH2:1]([O:3][C:4]1[C:5]([N+:10]([O-])=O)=[N:6][CH:7]=[CH:8][CH:9]=1)[CH3:2].[H][H], predict the reaction product.